From a dataset of Catalyst prediction with 721,799 reactions and 888 catalyst types from USPTO. Predict which catalyst facilitates the given reaction. (1) Reactant: [C:1]1([S:11][C:12]2[C:21]3[C:16](=[CH:17][CH:18]=[CH:19][CH:20]=3)[CH:15]=[CH:14][CH:13]=2)[C:10]2[C:5](=[CH:6][CH:7]=[CH:8][CH:9]=2)[CH:4]=[CH:3][CH:2]=1.[O-:22][S:23]([C:26]([F:29])([F:28])[F:27])(=[O:25])=[O:24].[C:30]1([I+]C2C=CC=CC=2)[CH:35]=[CH:34][CH:33]=[CH:32][CH:31]=1.CCOCC. Product: [O-:25][S:23]([C:26]([F:29])([F:28])[F:27])(=[O:24])=[O:22].[C:1]1([S+:11]([C:12]2[C:21]3[C:16](=[CH:17][CH:18]=[CH:19][CH:20]=3)[CH:15]=[CH:14][CH:13]=2)[C:30]2[CH:35]=[CH:34][CH:33]=[CH:32][CH:31]=2)[C:10]2[C:5](=[CH:6][CH:7]=[CH:8][CH:9]=2)[CH:4]=[CH:3][CH:2]=1. The catalyst class is: 6. (2) Reactant: C([N:8]1[CH2:13][CH2:12][O:11][C@H:10]([CH2:14][C:15]2[CH:20]=[CH:19][C:18]([OH:21])=[C:17]([Cl:22])[CH:16]=2)[CH2:9]1)(OC(C)(C)C)=O.C(=O)([O-])[O-].[K+].[K+].Br[CH2:30][C:31]1[CH2:32][N:33]([CH3:36])[O:34][CH:35]=1.C1(S)C=CC=CC=1.C(=O)([O-])[O-].C(N(C(C)C)CC)(C)C. Product: [Cl:22][C:17]1[CH:16]=[C:15]([CH:20]=[CH:19][C:18]=1[O:21][CH2:30][C:31]1[CH2:32][N:33]([CH3:36])[O:34][CH:35]=1)[CH2:14][C@H:10]1[O:11][CH2:12][CH2:13][NH:8][CH2:9]1. The catalyst class is: 21. (3) The catalyst class is: 9. Reactant: [C:1]([O:5][C:6](=[O:19])[NH:7][C:8]1[C:17]2[C:12](=[CH:13][CH:14]=[C:15]([OH:18])[CH:16]=2)[CH:11]=[CH:10][CH:9]=1)([CH3:4])([CH3:3])[CH3:2].C(=O)([O-])[O-].[K+].[K+].[CH2:26](Br)[C:27]1[CH:32]=[CH:31][CH:30]=[CH:29][CH:28]=1. Product: [C:1]([O:5][C:6](=[O:19])[NH:7][C:8]1[C:17]2[C:12](=[CH:13][CH:14]=[C:15]([O:18][CH2:26][C:27]3[CH:32]=[CH:31][CH:30]=[CH:29][CH:28]=3)[CH:16]=2)[CH:11]=[CH:10][CH:9]=1)([CH3:4])([CH3:2])[CH3:3].